Dataset: Catalyst prediction with 721,799 reactions and 888 catalyst types from USPTO. Task: Predict which catalyst facilitates the given reaction. Reactant: [C:1]1([CH2:7][S:8]([NH2:11])(=[O:10])=[O:9])[CH:6]=[CH:5][CH:4]=[CH:3][CH:2]=1.[C:12]([C:14]1[C:15]([N:28]2[CH2:33][CH2:32][CH:31]([C:34](O)=[O:35])[CH2:30][CH2:29]2)=[N:16][C:17]([C:26]#[N:27])=[C:18]([C:20]([O:22][CH:23]([CH3:25])[CH3:24])=[O:21])[CH:19]=1)#[N:13].CCN(C(C)C)C(C)C.C1CN([P+](Br)(N2CCCC2)N2CCCC2)CC1.F[P-](F)(F)(F)(F)F. Product: [CH2:7]([S:8]([NH:11][C:34]([CH:31]1[CH2:30][CH2:29][N:28]([C:15]2[C:14]([C:12]#[N:13])=[CH:19][C:18]([C:20]([O:22][CH:23]([CH3:25])[CH3:24])=[O:21])=[C:17]([C:26]#[N:27])[N:16]=2)[CH2:33][CH2:32]1)=[O:35])(=[O:9])=[O:10])[C:1]1[CH:2]=[CH:3][CH:4]=[CH:5][CH:6]=1. The catalyst class is: 2.